Dataset: Full USPTO retrosynthesis dataset with 1.9M reactions from patents (1976-2016). Task: Predict the reactants needed to synthesize the given product. (1) The reactants are: [Br:1][C:2]1[CH:3]=[C:4]([N:8]2[C:16]3[CH:15]=[C:14](Cl)[N:13]=[CH:12][C:11]=3[C:10]([C:18]([O:20]C)=[O:19])=[N:9]2)[CH:5]=[CH:6][CH:7]=1.[O-:22][CH2:23][CH3:24].[Na+].CN(C=O)C.Cl. Given the product [Br:1][C:2]1[CH:3]=[C:4]([N:8]2[C:16]3[CH:15]=[C:14]([O:22][CH2:23][CH3:24])[N:13]=[CH:12][C:11]=3[C:10]([C:18]([OH:20])=[O:19])=[N:9]2)[CH:5]=[CH:6][CH:7]=1, predict the reactants needed to synthesize it. (2) Given the product [C:1]([O:5][C:6]([N:8]1[CH2:9][C@@H:10]([C:14]#[N:15])[C@H:11]([O:13][C:16](=[O:20])[CH3:17])[CH2:12]1)=[O:7])([CH3:4])([CH3:2])[CH3:3], predict the reactants needed to synthesize it. The reactants are: [C:1]([O:5][C:6]([N:8]1[CH2:12][CH:11]([OH:13])[CH:10]([C:14]#[N:15])[CH2:9]1)=[O:7])([CH3:4])([CH3:3])[CH3:2].[C:16]([O:20]C)(C)(C)[CH3:17]. (3) Given the product [CH3:11][O:12][C:13]1[CH:14]=[C:15]([CH:16]([OH:17])[CH2:8][CH2:7][C:1]2[CH:6]=[CH:5][CH:4]=[CH:3][CH:2]=2)[CH:18]=[CH:19][CH:20]=1, predict the reactants needed to synthesize it. The reactants are: [C:1]1([CH2:7][CH2:8]Br)[CH:6]=[CH:5][CH:4]=[CH:3][CH:2]=1.[Mg].[CH3:11][O:12][C:13]1[CH:14]=[C:15]([CH:18]=[CH:19][CH:20]=1)[CH:16]=[O:17].[Cl-].[NH4+]. (4) Given the product [CH2:1]([S:7][C:8]1[N:13]=[C:12]([CH:14]([N:18]2[CH2:23][CH2:22][O:21][CH2:20][CH2:19]2)[CH3:15])[CH:11]=[C:10]([CH3:17])[N:9]=1)[CH2:2][CH2:3][CH2:4][CH2:5][CH3:6], predict the reactants needed to synthesize it. The reactants are: [CH2:1]([S:7][C:8]1[N:13]=[C:12]([C:14](=O)[CH3:15])[CH:11]=[C:10]([CH3:17])[N:9]=1)[CH2:2][CH2:3][CH2:4][CH2:5][CH3:6].[NH:18]1[CH2:23][CH2:22][O:21][CH2:20][CH2:19]1.C([BH3-])#N.[Na+].